This data is from Reaction yield outcomes from USPTO patents with 853,638 reactions. The task is: Predict the reaction yield, written as a fraction of the theoretical maximum amount of product (1.0 means a 100% yield; for example, 0.34 means a 34% yield). (1) The reactants are C(OCC1C=[C:13]([N:15]([CH3:17])[CH3:16])[CH:12]=[CH:11]C=1)(=O)CCCC.[C:18]([O:21]CC)(=[O:20])[CH3:19]. The catalyst is [Pd]. The product is [CH3:16][N:15]([CH3:17])[CH2:13][CH2:12][CH2:11][CH2:19][C:18]([OH:21])=[O:20]. The yield is 0.604. (2) The reactants are [C:1]([C:5]1[CH:9]=[C:8]([NH:10][C:11]([NH:13][C:14]2[CH:19]=[C:18]([C:20]3[C:31](=[O:32])[N:30]([CH3:33])[C:23]4[N:24]=[C:25](SC)[N:26]=[CH:27][C:22]=4[CH:21]=3)[C:17]([CH3:34])=[CH:16][C:15]=2[F:35])=[O:12])[O:7][N:6]=1)([CH3:4])([CH3:3])[CH3:2].[CH3:36][NH2:37]. No catalyst specified. The product is [C:1]([C:5]1[CH:9]=[C:8]([NH:10][C:11]([NH:13][C:14]2[CH:19]=[C:18]([C:20]3[C:31](=[O:32])[N:30]([CH3:33])[C:23]4[N:24]=[C:25]([NH:37][CH3:36])[N:26]=[CH:27][C:22]=4[CH:21]=3)[C:17]([CH3:34])=[CH:16][C:15]=2[F:35])=[O:12])[O:7][N:6]=1)([CH3:4])([CH3:3])[CH3:2]. The yield is 0.420. (3) The product is [CH2:38]([O:37][C:35](=[O:36])[CH2:34][O:31][C@@H:17]([C:8]1[CH:7]=[CH:6][CH:5]=[C:4]([F:3])[C:9]=1[C:10]1[CH:15]=[CH:14][CH:13]=[C:12]([CH3:16])[CH:11]=1)[C@@H:18]1[O:23][CH2:22][CH2:21][N:20]([C:24]([O:26][C:27]([CH3:28])([CH3:30])[CH3:29])=[O:25])[CH2:19]1)[CH3:39]. The catalyst is C1COCC1. The yield is 0.190. The reactants are [H-].[Na+].[F:3][C:4]1[C:9]([C:10]2[CH:15]=[CH:14][CH:13]=[C:12]([CH3:16])[CH:11]=2)=[C:8]([C@H:17]([OH:31])[C@@H:18]2[O:23][CH2:22][CH2:21][N:20]([C:24]([O:26][C:27]([CH3:30])([CH3:29])[CH3:28])=[O:25])[CH2:19]2)[CH:7]=[CH:6][CH:5]=1.BrC[CH2:34][C:35]([O:37][CH2:38][CH3:39])=[O:36]. (4) The reactants are C([Li])CCC.CCCCCC.Br[C:13]1[CH:14]=[N:15][CH:16]=[CH:17][CH:18]=1.[S:19]1[C:23]([CH:24]=[O:25])=[CH:22][N:21]=[CH:20]1.Cl. The catalyst is O1CCCC1.C1(C)C=CC=CC=1. The product is [N:15]1[CH:16]=[CH:17][CH:18]=[C:13]([CH:24]([C:23]2[S:19][CH:20]=[N:21][CH:22]=2)[OH:25])[CH:14]=1. The yield is 0.450. (5) The product is [CH3:42][N:43]([CH3:44])[CH2:2][C:3]([C:5]1[CH:10]=[CH:9][C:8]([NH:11][C:12]([CH:14]2[CH:18]([C:19]3[CH:24]=[CH:23][CH:22]=[C:21]([Cl:25])[C:20]=3[F:26])[C:17]([C:29]3[CH:34]=[CH:33][C:32]([Cl:35])=[CH:31][C:30]=3[F:36])([C:27]#[N:28])[CH:16]([CH2:37][C:38]([CH3:41])([CH3:40])[CH3:39])[NH:15]2)=[O:13])=[CH:7][CH:6]=1)=[O:4]. The catalyst is O1CCCC1. The yield is 0.350. The reactants are Br[CH2:2][C:3]([C:5]1[CH:10]=[CH:9][C:8]([NH:11][C:12]([CH:14]2[CH:18]([C:19]3[CH:24]=[CH:23][CH:22]=[C:21]([Cl:25])[C:20]=3[F:26])[C:17]([C:29]3[CH:34]=[CH:33][C:32]([Cl:35])=[CH:31][C:30]=3[F:36])([C:27]#[N:28])[CH:16]([CH2:37][C:38]([CH3:41])([CH3:40])[CH3:39])[NH:15]2)=[O:13])=[CH:7][CH:6]=1)=[O:4].[CH3:42][NH:43][CH3:44]. (6) The reactants are C([O:4][CH2:5][C:6]([C:8]1[CH:9]=[N:10][C:11]2[C:16]([C:17]=1[NH:18][C@H:19]1[CH2:24][CH2:23][C@H:22]([CH2:25][N:26]([CH3:28])[CH3:27])[CH2:21][CH2:20]1)=[N:15][C:14]([Cl:29])=[CH:13][CH:12]=2)=[O:7])(=O)C.C(=O)([O-])[O-].[K+].[K+]. The catalyst is CO. The product is [Cl:29][C:14]1[N:15]=[C:16]2[C:11](=[CH:12][CH:13]=1)[N:10]=[CH:9][C:8]([C:6](=[O:7])[CH2:5][OH:4])=[C:17]2[NH:18][C@H:19]1[CH2:24][CH2:23][C@H:22]([CH2:25][N:26]([CH3:28])[CH3:27])[CH2:21][CH2:20]1. The yield is 0.220.